From a dataset of CYP2C9 inhibition data for predicting drug metabolism from PubChem BioAssay. Regression/Classification. Given a drug SMILES string, predict its absorption, distribution, metabolism, or excretion properties. Task type varies by dataset: regression for continuous measurements (e.g., permeability, clearance, half-life) or binary classification for categorical outcomes (e.g., BBB penetration, CYP inhibition). Dataset: cyp2c9_veith. (1) The drug is COc1ccc(CNC(=O)c2csc(Cc3ccc(Cl)cc3)n2)cc1. The result is 1 (inhibitor). (2) The drug is CSCC[C@@H]1NC(=O)C/C=C\[C@@H](C)COC(=O)[C@H](C)COC1=O. The result is 0 (non-inhibitor). (3) The molecule is CN(C)c1ncc2nc(-c3cn(C)c4ccccc34)c(=O)n(C[C@H]3CCCO3)c2n1. The result is 0 (non-inhibitor). (4) The drug is CCOC(=O)c1sc(NC(=O)CSc2nc(C)cc(C)n2)c(C#N)c1C. The result is 1 (inhibitor). (5) The molecule is COCCNc1ccnc(-c2cccc(NS(C)(=O)=O)c2)n1. The result is 0 (non-inhibitor). (6) The molecule is Cc1ccc(OCCCC(=O)NCc2ccco2)cc1. The result is 1 (inhibitor).